Predict the product of the given reaction. From a dataset of Forward reaction prediction with 1.9M reactions from USPTO patents (1976-2016). (1) Given the reactants [CH3:1][C:2]1[CH:7]=[C:6]([CH3:8])[CH:5]=[C:4]([CH3:9])[C:3]=1[S:10]([N:13]1[CH:26]([CH2:27][C:28]([OH:30])=O)[C:25]2[C:20](=[CH:21][CH:22]=[CH:23][CH:24]=2)[C:19]2[CH:18]=[CH:17][CH:16]=[CH:15][C:14]1=2)(=[O:12])=[O:11].Cl.Cl.[NH:33]1[CH2:37][CH2:36][N:35]=[C:34]1[C:38]1[CH:43]=[CH:42][C:41]([CH2:44][CH2:45][NH2:46])=[CH:40][CH:39]=1, predict the reaction product. The product is: [NH:35]1[CH2:36][CH2:37][N:33]=[C:34]1[C:38]1[CH:39]=[CH:40][C:41]([CH2:44][CH2:45][NH:46][C:28](=[O:30])[CH2:27][CH:26]2[C:25]3[C:20](=[CH:21][CH:22]=[CH:23][CH:24]=3)[C:19]3[CH:18]=[CH:17][CH:16]=[CH:15][C:14]=3[N:13]2[S:10]([C:3]2[C:4]([CH3:9])=[CH:5][C:6]([CH3:8])=[CH:7][C:2]=2[CH3:1])(=[O:11])=[O:12])=[CH:42][CH:43]=1. (2) Given the reactants C(NC(=O)O[C:6]1[C:7](C)=[C:8]2[N:13]([CH:14]=1)[N:12]=[CH:11][N:10]=[C:9]2[O:15][C:16]1[CH:21]=[CH:20][C:19]([NH2:22])=[CH:18][C:17]=1[F:23])C.CN([P+](ON1N=NC2C=CC=CC1=2)(N(C)C)N(C)C)C.F[P-](F)(F)(F)(F)F.CN1[CH2:59][CH2:58][O:57]CC1.[F:60][C:61]1[CH:67]=[CH:66][C:64]([NH2:65])=[CH:63][CH:62]=1.CN(C)[CH:70]=[O:71], predict the reaction product. The product is: [F:23][C:17]1[CH:18]=[C:19]([NH:22][C:58](=[O:57])[CH2:59][C:70]([NH:65][C:64]2[CH:66]=[CH:67][C:61]([F:60])=[CH:62][CH:63]=2)=[O:71])[CH:20]=[CH:21][C:16]=1[O:15][C:9]1[C:8]2=[CH:7][CH:6]=[CH:14][N:13]2[N:12]=[CH:11][N:10]=1. (3) Given the reactants O=[C:2]1[C:11]2[C:10]([C:12](OCC)=O)=[CH:9][CH:8]=[CH:7][C:6]=2[NH:5][CH:4]([C:17]2[CH:22]=[CH:21][CH:20]=[CH:19][CH:18]=2)[CH:3]1[C:23]1[N:24]([CH2:28][CH2:29][CH3:30])[CH:25]=[CH:26][N:27]=1.[OH2:31].[NH2:32][NH2:33], predict the reaction product. The product is: [C:17]1([CH:4]2[NH:5][C:6]3[C:11]4[C:2](=[N:32][NH:33][C:12](=[O:31])[C:10]=4[CH:9]=[CH:8][CH:7]=3)[CH:3]2[C:23]2[N:24]([CH2:28][CH2:29][CH3:30])[CH:25]=[CH:26][N:27]=2)[CH:22]=[CH:21][CH:20]=[CH:19][CH:18]=1.